This data is from Forward reaction prediction with 1.9M reactions from USPTO patents (1976-2016). The task is: Predict the product of the given reaction. (1) Given the reactants [C:1]([O:5][C:6]([NH:8][C@H:9]1[CH2:14][C@@H:13]([C:15]([F:18])([F:17])[F:16])[CH2:12][N:11]([C:19]2[CH:24]=[CH:23][N:22]=[CH:21][C:20]=2[NH:25][C:26]([C:28]2[C:32]3=[N:33][CH:34]=[C:35]([CH:37]=[CH2:38])[CH:36]=[C:31]3[O:30][C:29]=2[NH:39][C:40](=[O:46])[O:41][C:42]([CH3:45])([CH3:44])[CH3:43])=[O:27])[CH2:10]1)=[O:7])([CH3:4])([CH3:3])[CH3:2], predict the reaction product. The product is: [C:42]([O:41][C:40]([NH:39][C:29]1[O:30][C:31]2[C:32](=[N:33][CH:34]=[C:35]([CH2:37][CH3:38])[CH:36]=2)[C:28]=1[C:26]([NH:25][C:20]1[CH:21]=[N:22][CH:23]=[CH:24][C:19]=1[N:11]1[CH2:12][C@H:13]([C:15]([F:17])([F:18])[F:16])[CH2:14][C@H:9]([NH:8][C:6](=[O:7])[O:5][C:1]([CH3:4])([CH3:3])[CH3:2])[CH2:10]1)=[O:27])=[O:46])([CH3:45])([CH3:43])[CH3:44]. (2) Given the reactants [Cl:1][C:2]1[CH:7]=[CH:6][CH:5]=[CH:4][C:3]=1[C@H:8]([O:10][C:11]1[CH:15]=[C:14]([N:16]2[C:20]3[CH:21]=[C:22]([CH2:25][CH2:26][CH:27]4OCC[O:28]4)[CH:23]=[CH:24][C:19]=3[N:18]=[CH:17]2)[S:13][C:12]=1[C:32]([NH2:34])=[O:33])[CH3:9].CC(C)=O.C1(C)C=CC(S([O-])(=O)=O)=CC=1.[NH+]1C=CC=CC=1.O.C1(C)C=CC(S(O)(=O)=O)=CC=1, predict the reaction product. The product is: [Cl:1][C:2]1[CH:7]=[CH:6][CH:5]=[CH:4][C:3]=1[C@H:8]([O:10][C:11]1[CH:15]=[C:14]([N:16]2[C:20]3[CH:21]=[C:22]([CH2:25][CH2:26][CH:27]=[O:28])[CH:23]=[CH:24][C:19]=3[N:18]=[CH:17]2)[S:13][C:12]=1[C:32]([NH2:34])=[O:33])[CH3:9].